Dataset: Reaction yield outcomes from USPTO patents with 853,638 reactions. Task: Predict the reaction yield, written as a fraction of the theoretical maximum amount of product (1.0 means a 100% yield; for example, 0.34 means a 34% yield). (1) The reactants are C([O:4][C:5]1[C:27]([O:28][CH3:29])=[CH:26][C:8]2[S:9][C:10]([C:12](=[O:25])[C:13]3[CH:18]=[CH:17][C:16]([O:19][CH3:20])=[C:15]([O:21]C(C)C)[CH:14]=3)=[CH:11][C:7]=2[CH:6]=1)(C)C.[Al+3].[Cl-].[Cl-].[Cl-]. No catalyst specified. The product is [OH:4][C:5]1[C:27]([O:28][CH3:29])=[CH:26][C:8]2[S:9][C:10]([C:12](=[O:25])[C:13]3[CH:18]=[CH:17][C:16]([O:19][CH3:20])=[C:15]([OH:21])[CH:14]=3)=[CH:11][C:7]=2[CH:6]=1. The yield is 0.910. (2) The reactants are C[O:2][C:3]([C:5]12[N:12]([CH2:13][C:14]3[CH:19]=[CH:18][CH:17]=[CH:16][CH:15]=3)[C:11](=[O:20])[CH:10]3[CH2:21][CH:7]([CH2:8][CH:9]13)[CH2:6]2)=[O:4].C(Cl)Cl.[Li+].[OH-]. The yield is 0.710. The product is [CH2:13]([N:12]1[C:11](=[O:20])[CH:10]2[CH2:21][CH:7]3[CH2:8][CH:9]2[C:5]1([C:3]([OH:4])=[O:2])[CH2:6]3)[C:14]1[CH:15]=[CH:16][CH:17]=[CH:18][CH:19]=1. The catalyst is CO. (3) The product is [CH3:1][C:2]1[CH:7]=[CH:6][N:5]=[C:4]([N+:9]([O-:11])=[O:10])[C:3]=1[OH:8]. The reactants are [CH3:1][C:2]1[CH:7]=[CH:6][N:5]=[CH:4][C:3]=1[OH:8].[N+:9]([O-])([OH:11])=[O:10].[OH-].[Na+]. The yield is 0.670. No catalyst specified. (4) The reactants are [NH2:1][C:2]1[N:3]=[C:4]2[CH:9]=[CH:8][C:7]([O:10][C:11]3[CH:12]=[C:13]([NH:17][C:18](=[O:29])[C:19]4[CH:24]=[CH:23][CH:22]=[C:21]([C:25]([F:28])([F:27])[F:26])[CH:20]=4)[CH:14]=[CH:15][CH:16]=3)=[N:6][N:5]2[CH:30]=1.[CH3:31][CH:32]([CH3:36])[C:33](O)=[O:34].Cl.CN(C)CCCN=C=NCC.ON1C2C=CC=CC=2N=N1.C(N(CC)CC)C. The yield is 0.420. The product is [C:33]([NH:1][C:2]1[N:3]=[C:4]2[CH:9]=[CH:8][C:7]([O:10][C:11]3[CH:12]=[C:13]([NH:17][C:18](=[O:29])[C:19]4[CH:24]=[CH:23][CH:22]=[C:21]([C:25]([F:28])([F:27])[F:26])[CH:20]=4)[CH:14]=[CH:15][CH:16]=3)=[N:6][N:5]2[CH:30]=1)(=[O:34])[CH:32]([CH3:36])[CH3:31]. The catalyst is CN(C)C=O. (5) The reactants are Br[C:2]1[S:3][CH:4]=[CH:5][N:6]=1.[C:7]1(B(O)O)[CH:12]=[CH:11][CH:10]=[CH:9][CH:8]=1.C([O-])([O-])=O.[Cs+].[Cs+]. The catalyst is O1CCOCC1.CC(C)([P](C(C)(C)C)([Pd][P](C(C)(C)C)(C(C)(C)C)C(C)(C)C)C(C)(C)C)C. The product is [C:7]1([C:2]2[S:3][CH:4]=[CH:5][N:6]=2)[CH:12]=[CH:11][CH:10]=[CH:9][CH:8]=1. The yield is 0.700. (6) The reactants are [O:1]1[CH2:6][CH2:5][CH:4]([OH:7])[CH2:3][CH2:2]1.[C:8]1([CH3:18])[CH:13]=[CH:12][C:11]([S:14](Cl)(=[O:16])=[O:15])=[CH:10][CH:9]=1. The catalyst is N1C=CC=CC=1.C(Cl)Cl. The product is [O:1]1[CH2:6][CH2:5][CH:4]([O:7][S:14]([C:11]2[CH:12]=[CH:13][C:8]([CH3:18])=[CH:9][CH:10]=2)(=[O:16])=[O:15])[CH2:3][CH2:2]1. The yield is 0.900. (7) The reactants are [CH3:1][O:2][C:3](=[O:38])[CH:4]([O:33][C:34]([CH3:37])([CH3:36])[CH3:35])[C:5]1[C:10]([CH3:11])=[CH:9][C:8]([N+:12]([O-:14])=[O:13])=[C:7](OS(C(F)(F)F)(=O)=O)[C:6]=1[C:23]1[CH:24]=[C:25]2[C:30](=[CH:31][CH:32]=1)[O:29][CH2:28][CH2:27][CH2:26]2.[CH:39]1([B-](F)(F)F)[CH2:41][CH2:40]1.[K+].O.P([O-])([O-])([O-])=O.[K+].[K+].[K+]. The catalyst is O1CCOCC1.C1(P(C2C=CC=CC=2)C2C=CC=CC=2)C=CC=CC=1.C1(P(C2C=CC=CC=2)C2C=CC=CC=2)C=CC=CC=1.C1(P(C2C=CC=CC=2)C2C=CC=CC=2)C=CC=CC=1.C1(P(C2C=CC=CC=2)C2C=CC=CC=2)C=CC=CC=1.[Pd]. The product is [CH3:1][O:2][C:3](=[O:38])[CH:4]([O:33][C:34]([CH3:35])([CH3:37])[CH3:36])[C:5]1[C:10]([CH3:11])=[CH:9][C:8]([N+:12]([O-:14])=[O:13])=[C:7]([CH:39]2[CH2:41][CH2:40]2)[C:6]=1[C:23]1[CH:24]=[C:25]2[C:30](=[CH:31][CH:32]=1)[O:29][CH2:28][CH2:27][CH2:26]2. The yield is 0.920.